From a dataset of Forward reaction prediction with 1.9M reactions from USPTO patents (1976-2016). Predict the product of the given reaction. (1) Given the reactants [CH2:1]1[CH2:5][O:4][CH2:3][CH2:2]1.Cl.[NH2:7][C:8]([NH2:10])=[NH:9].[OH-:11].[Na+].Cl[C:14]([O:16][CH2:17][C:18]1[CH:23]=[CH:22][CH:21]=[CH:20][CH:19]=1)=[O:15], predict the reaction product. The product is: [CH2:17]([O:16][C:14]([NH:9][C:8]([NH:10][C:3]([O:4][CH2:5][C:1]1[CH:2]=[CH:3][CH:2]=[CH:1][CH:5]=1)=[O:11])=[NH:7])=[O:15])[C:18]1[CH:23]=[CH:22][CH:21]=[CH:20][CH:19]=1. (2) The product is: [CH3:1][O:2][C:3](=[O:15])[CH2:4][O:5][C:6]1[C:11]([CH3:12])=[CH:10][C:9]([S:13][CH2:17][C:18]2[S:22][C:21]([C:23]3[CH:24]=[CH:25][C:26]([C:29]([F:32])([F:30])[F:31])=[CH:27][CH:28]=3)=[N:20][C:19]=2[CH3:33])=[CH:8][C:7]=1[CH3:14]. Given the reactants [CH3:1][O:2][C:3](=[O:15])[CH2:4][O:5][C:6]1[C:11]([CH3:12])=[CH:10][C:9]([SH:13])=[CH:8][C:7]=1[CH3:14].Cl[CH2:17][C:18]1[S:22][C:21]([C:23]2[CH:28]=[CH:27][C:26]([C:29]([F:32])([F:31])[F:30])=[CH:25][CH:24]=2)=[N:20][C:19]=1[CH3:33], predict the reaction product.